From a dataset of Full USPTO retrosynthesis dataset with 1.9M reactions from patents (1976-2016). Predict the reactants needed to synthesize the given product. (1) Given the product [CH:1]1([C@@H:7]2[NH:12][C:11](=[O:13])[C@H:10]([CH2:14][CH:15]([CH3:17])[CH3:16])[N:9]([C:28]([C@@H:26]3[CH2:27][C@H:25]3[C:22]3[CH:21]=[CH:20][C:19]([F:18])=[CH:24][CH:23]=3)=[O:29])[CH2:8]2)[CH2:2][CH2:3][CH2:4][CH2:5][CH2:6]1, predict the reactants needed to synthesize it. The reactants are: [CH:1]1([C@@H:7]2[NH:12][C:11](=[O:13])[C@H:10]([CH2:14][CH:15]([CH3:17])[CH3:16])[NH:9][CH2:8]2)[CH2:6][CH2:5][CH2:4][CH2:3][CH2:2]1.[F:18][C:19]1[CH:24]=[CH:23][C:22]([C@@H:25]2[CH2:27][C@H:26]2[C:28](O)=[O:29])=[CH:21][CH:20]=1.C([C@@H]1N(C(=O)/C=C/C2C=CC=CC=2)C[C@H](CC(C)C)NC1=O)C(C)C. (2) The reactants are: [C@H:1]12[N:8]([C:9]([C:11]3[C:16]([N:17]4[N:21]=[CH:20][CH:19]=[N:18]4)=[CH:15][CH:14]=[CH:13][C:12]=3F)=[O:10])[CH2:7][C@H:6]1[CH2:5][CH2:4][NH:3][CH2:2]2.[F:23]C1C=CC=C(N2N=CC=N2)C=1C(O)=O. Given the product [C@H:1]12[N:8]([C:9]([C:11]3[CH:12]=[C:13]([F:23])[CH:14]=[CH:15][C:16]=3[N:17]3[N:21]=[CH:20][CH:19]=[N:18]3)=[O:10])[CH2:7][C@H:6]1[CH2:5][CH2:4][NH:3][CH2:2]2, predict the reactants needed to synthesize it.